The task is: Predict the reaction yield, written as a fraction of the theoretical maximum amount of product (1.0 means a 100% yield; for example, 0.34 means a 34% yield).. This data is from Reaction yield outcomes from USPTO patents with 853,638 reactions. (1) The reactants are C([Li])CCC.[I-].C1([P+](C2C=CC=CC=2)(C2C=CC=CC=2)[CH2:14][CH2:15][C:16]([F:19])([F:18])[F:17])C=CC=CC=1.[CH2:32]([O:34][C:35]([CH:37]1[CH2:42][CH2:41][C:40](=O)[CH2:39][CH2:38]1)=[O:36])[CH3:33].[Cl-].[NH4+]. The catalyst is C1COCC1. The product is [F:17][C:16]([F:19])([F:18])[CH2:15][CH:14]=[C:40]1[CH2:41][CH2:42][CH:37]([C:35]([O:34][CH2:32][CH3:33])=[O:36])[CH2:38][CH2:39]1. The yield is 0.960. (2) The reactants are [C:1]12([C:11]3[C:19]4[O:18][CH2:17][O:16][C:15]=4[CH:14]=[C:13](Br)[CH:12]=3)[CH2:10][CH:5]3[CH2:6][CH:7]([CH2:9][CH:3]([CH2:4]3)[CH2:2]1)[CH2:8]2.C(=O)=O.CC(C)=O.[Li]CCCC.C([O:36][B:37](OC(C)C)[O:38]C(C)C)(C)C. The catalyst is C1COCC1.CCCCCC. The product is [C:1]12([C:11]3[CH:12]=[C:13]([B:37]([OH:38])[OH:36])[CH:14]=[C:15]4[O:16][CH2:17][O:18][C:19]=34)[CH2:10][CH:5]3[CH2:6][CH:7]([CH2:9][CH:3]([CH2:4]3)[CH2:2]1)[CH2:8]2. The yield is 0.650. (3) The reactants are [O:1]1[C:5]2[CH:6]=[CH:7][C:8]([C:10]3[S:11][CH:12]=[C:13]([C:15]([OH:17])=O)[N:14]=3)=[CH:9][C:4]=2[CH2:3][CH2:2]1.[O:18]1[CH:22]=[CH:21][N:20]=[C:19]1[NH2:23].CN(C(ON1N=NC2C=CC=CC1=2)=[N+](C)C)C.F[P-](F)(F)(F)(F)F.CCN(C(C)C)C(C)C. The catalyst is C(Cl)Cl. The product is [O:1]1[C:5]2[CH:6]=[CH:7][C:8]([C:10]3[S:11][CH:12]=[C:13]([C:15]([NH:23][C:19]4[O:18][CH:22]=[CH:21][N:20]=4)=[O:17])[N:14]=3)=[CH:9][C:4]=2[CH2:3][CH2:2]1. The yield is 0.520. (4) The reactants are [Cl:1][C:2]1[CH:11]=[C:10]2[C:5]([NH:6][C:7](=O)[C:8]3[N:9]2[CH:12]=[CH:13][CH:14]=3)=[CH:4][CH:3]=1.C(N(C(C)C)CC)(C)C.P(Cl)(Cl)([Cl:27])=O. No catalyst specified. The product is [Cl:27][C:7]1[C:8]2[N:9]([CH:12]=[CH:13][CH:14]=2)[C:10]2[C:5]([N:6]=1)=[CH:4][CH:3]=[C:2]([Cl:1])[CH:11]=2. The yield is 0.940. (5) The reactants are [NH2:1][C:2]1[S:6][N:5]=[C:4]([CH3:7])[C:3]=1[C:8]([NH:10][C:11]1[CH:12]=[N:13][C:14]([O:17][CH3:18])=[CH:15][CH:16]=1)=[O:9].I[C:20]1[CH:25]=[N:24][CH:23]=[C:22]([C:26]([F:29])([F:28])[F:27])[N:21]=1.C(=O)([O-])[O-].[Cs+].[Cs+].CC1(C)C2C(=C(P(C3C=CC=CC=3)C3C=CC=CC=3)C=CC=2)OC2C(P(C3C=CC=CC=3)C3C=CC=CC=3)=CC=CC1=2. The catalyst is O1CCOCC1.CN(C=O)C.C([O-])(=O)C.[Pd+2].C([O-])(=O)C. The product is [CH3:18][O:17][C:14]1[N:13]=[CH:12][C:11]([NH:10][C:8]([C:3]2[C:4]([CH3:7])=[N:5][S:6][C:2]=2[NH:1][C:20]2[CH:25]=[N:24][CH:23]=[C:22]([C:26]([F:29])([F:28])[F:27])[N:21]=2)=[O:9])=[CH:16][CH:15]=1. The yield is 0.330. (6) The reactants are F[C:2]1([C:18]2[N:19]([CH3:26])[N:20]=[CH:21][C:22]=2[N+:23]([O-])=O)[CH2:8][CH2:7][CH:6]([NH:9][C:10](=[O:16])[O:11][C:12]([CH3:15])([CH3:14])[CH3:13])[CH:5]([OH:17])[CH2:4][CH2:3]1.[H][H].CCN(C(C)C)C(C)C.[Br:38][C:39]1[S:40][C:41]([NH:47][C:48]([O:50][C:51]([CH3:54])([CH3:53])[CH3:52])=[O:49])=[C:42]([C:44](O)=[O:45])[N:43]=1.C1CN([P+](ON2N=NC3C=CC=CC2=3)(N2CCCC2)N2CCCC2)CC1.F[P-](F)(F)(F)(F)F. The catalyst is C1COCC1.CO.[Pd].C(Cl)Cl.O. The product is [Br:38][C:39]1[S:40][C:41]([NH:47][C:48](=[O:49])[O:50][C:51]([CH3:53])([CH3:52])[CH3:54])=[C:42]([C:44](=[O:45])[NH:23][C:22]2[CH:21]=[N:20][N:19]([CH3:26])[C:18]=2[C:2]23[O:17][CH:5]([CH2:4][CH2:3]2)[CH:6]([NH:9][C:10]([O:11][C:12]([CH3:15])([CH3:14])[CH3:13])=[O:16])[CH2:7][CH2:8]3)[N:43]=1. The yield is 0.340. (7) The yield is 0.900. The catalyst is CC#N. The product is [CH2:26]([C:25]1[N:20]=[C:19]([C@@H:8]([NH2:7])[CH2:9][C:10]2[CH:11]=[CH:12][C:13]([N+:16]([O-:18])=[O:17])=[CH:14][CH:15]=2)[S:21][CH:24]=1)[CH3:27]. The reactants are C(OC(=O)[NH:7][C@H:8]([C:19](=[S:21])[NH2:20])[CH2:9][C:10]1[CH:15]=[CH:14][C:13]([N+:16]([O-:18])=[O:17])=[CH:12][CH:11]=1)(C)(C)C.Br[CH2:24][C:25](=O)[CH2:26][CH3:27].C(OCC)C. (8) The product is [IH:15].[I-:1].[CH2:2]([C:4]1[SH+:5][CH:6]=[CH:7][CH:8]=[CH:9][CH:10]=[CH:11][CH:12]=1)[CH3:3]. The catalyst is C(O)C. The yield is 0.400. The reactants are [I-:1].[CH2:2]([C:4]1[SH+:5][CH:6]=[CH:7][CH:8]=[CH:9][CH:10]=[CH:11][CH:12]=1)[CH3:3].C([I:15])C. (9) The yield is 0.520. The catalyst is ClCCl.O. The product is [C:1]1([S:7]([N:10]2[C:18]3[C:13](=[CH:14][CH:15]=[C:16]([S:19]([NH:25][CH2:26][CH2:27][NH:28][C:29]([CH:31]4[CH2:36][CH2:35][N:34]([C:37]5[CH:42]=[CH:41][C:40](=[O:43])[N:39]([CH3:44])[N:38]=5)[CH2:33][CH2:32]4)=[O:30])(=[O:21])=[O:20])[CH:17]=3)[C:12]([Cl:23])=[CH:11]2)(=[O:9])=[O:8])[CH:6]=[CH:5][CH:4]=[CH:3][CH:2]=1. The reactants are [C:1]1([S:7]([N:10]2[C:18]3[C:13](=[CH:14][CH:15]=[C:16]([S:19](Cl)(=[O:21])=[O:20])[CH:17]=3)[C:12]([Cl:23])=[CH:11]2)(=[O:9])=[O:8])[CH:6]=[CH:5][CH:4]=[CH:3][CH:2]=1.Cl.[NH2:25][CH2:26][CH2:27][NH:28][C:29]([CH:31]1[CH2:36][CH2:35][N:34]([C:37]2[CH:42]=[CH:41][C:40](=[O:43])[N:39]([CH3:44])[N:38]=2)[CH2:33][CH2:32]1)=[O:30].C(N(C(C)C)CC)(C)C.S([O-])(O)(=O)=O.[K+].